This data is from Peptide-MHC class II binding affinity with 134,281 pairs from IEDB. The task is: Regression. Given a peptide amino acid sequence and an MHC pseudo amino acid sequence, predict their binding affinity value. This is MHC class II binding data. (1) The MHC is DRB1_0701 with pseudo-sequence DRB1_0701. The peptide sequence is MGGLWKYLNAVSLCI. The binding affinity (normalized) is 0.834. (2) The peptide sequence is VVIEELFNRIPETSV. The MHC is DRB1_0101 with pseudo-sequence DRB1_0101. The binding affinity (normalized) is 0.597. (3) The peptide sequence is EVIPTAFKIGKTYTP. The MHC is DRB1_0405 with pseudo-sequence DRB1_0405. The binding affinity (normalized) is 0.321. (4) The peptide sequence is GRTTWSIHGKGEWMT. The MHC is DRB1_0404 with pseudo-sequence DRB1_0404. The binding affinity (normalized) is 0. (5) The peptide sequence is EEFVSLASRFLVEED. The MHC is HLA-DQA10301-DQB10301 with pseudo-sequence HLA-DQA10301-DQB10301. The binding affinity (normalized) is 0.466.